Dataset: Full USPTO retrosynthesis dataset with 1.9M reactions from patents (1976-2016). Task: Predict the reactants needed to synthesize the given product. (1) The reactants are: I[C:2]1[C:7]([CH3:8])=[CH:6][C:5]([C:9]2[CH:14]=[CH:13][N:12]=[CH:11][N:10]=2)=[CH:4][C:3]=1[CH3:15].[F:16][C:17]1[CH:18]=[CH:19][C:20](B2OC(C)(C)C(C)(C)O2)=[C:21]2[C:25]=1[C@H:24]([O:26][C:27]1[CH:40]=[CH:39][C:30]3[C@H:31]([CH2:34][C:35]([O:37][CH3:38])=[O:36])[CH2:32][O:33][C:29]=3[CH:28]=1)[CH2:23][CH2:22]2.BrC1C=CC(F)=C2C=1CC[C@H]2OC1C=CC2[C@H](CC(OC)=O)COC=2C=1. Given the product [CH3:15][C:3]1[CH:4]=[C:5]([C:9]2[CH:14]=[CH:13][N:12]=[CH:11][N:10]=2)[CH:6]=[C:7]([CH3:8])[C:2]=1[C:20]1[CH:19]=[CH:18][C:17]([F:16])=[C:25]2[C:21]=1[CH2:22][CH2:23][C@H:24]2[O:26][C:27]1[CH:40]=[CH:39][C:30]2[C@H:31]([CH2:34][C:35]([O:37][CH3:38])=[O:36])[CH2:32][O:33][C:29]=2[CH:28]=1, predict the reactants needed to synthesize it. (2) Given the product [Cl:26][C:19]1[CH:20]=[C:21]([O:24][CH3:25])[CH:22]=[CH:23][C:18]=1[C:17]1[N:16]=[C:15]([NH:27][CH3:28])[C:14]([O:29][CH:30]([CH2:33][CH3:34])[CH2:31][CH3:32])=[CH:13][C:12]=1[C:5]1[CH:6]=[CH:7][C:2]([F:1])=[CH:3][CH:4]=1, predict the reactants needed to synthesize it. The reactants are: [F:1][C:2]1[CH:7]=[CH:6][C:5](B(O)O)=[CH:4][CH:3]=1.Br[C:12]1[CH:13]=[C:14]([O:29][CH:30]([CH2:33][CH3:34])[CH2:31][CH3:32])[C:15]([NH:27][CH3:28])=[N:16][C:17]=1[C:18]1[CH:23]=[CH:22][C:21]([O:24][CH3:25])=[CH:20][C:19]=1[Cl:26]. (3) Given the product [Cl:1][CH2:2][CH2:3][O:4][CH2:5][CH2:6][O:7][CH:26]1[CH2:27][CH2:28][CH2:29][CH2:30][O:25]1, predict the reactants needed to synthesize it. The reactants are: [Cl:1][CH2:2][CH2:3][O:4][CH2:5][CH2:6][OH:7].C1(C)C=CC(S([O-])(=O)=O)=CC=1.[NH+]1C=CC=CC=1.[O:25]1[CH:30]=[CH:29][CH2:28][CH2:27][CH2:26]1. (4) The reactants are: C[O:2][C:3](=O)/[C:4](/[CH2:25][CH2:26][CH2:27][C@H:28]([CH3:38])[CH2:29][O:30][Si:31]([C:34]([CH3:37])([CH3:36])[CH3:35])([CH3:33])[CH3:32])=[CH:5]/[CH2:6][C@H:7]([O:17][Si:18]([C:21]([CH3:24])([CH3:23])[CH3:22])([CH3:20])[CH3:19])/[C:8](/[CH3:16])=[CH:9]/[C:10]1[N:11]=[C:12]([CH3:15])[S:13][CH:14]=1.CC(C[AlH]CC(C)C)C. Given the product [C:21]([Si:18]([CH3:20])([CH3:19])[O:17][C@H:7](/[C:8](/[CH3:16])=[CH:9]/[C:10]1[N:11]=[C:12]([CH3:15])[S:13][CH:14]=1)[CH2:6]/[CH:5]=[C:4](\[CH2:25][CH2:26][CH2:27][C@H:28]([CH3:38])[CH2:29][O:30][Si:31]([C:34]([CH3:35])([CH3:36])[CH3:37])([CH3:32])[CH3:33])/[CH2:3][OH:2])([CH3:22])([CH3:23])[CH3:24], predict the reactants needed to synthesize it. (5) Given the product [Cl:13][C:14]1[C:23]2[N:24]=[C:1]([CH2:2][CH3:3])[N:25]([CH2:26][C:27]3[O:31][N:30]=[C:29]([C:32]4[CH:33]=[CH:34][C:35]([F:38])=[CH:36][CH:37]=4)[CH:28]=3)[C:22]=2[C:21]2[CH:20]=[CH:19][CH:18]=[CH:17][C:16]=2[N:15]=1, predict the reactants needed to synthesize it. The reactants are: [C:1](OCC)(OCC)(OCC)[CH2:2][CH3:3].[Cl:13][C:14]1[C:23]([NH2:24])=[C:22]([NH:25][CH2:26][C:27]2[O:31][N:30]=[C:29]([C:32]3[CH:37]=[CH:36][C:35]([F:38])=[CH:34][CH:33]=3)[CH:28]=2)[C:21]2[C:16](=[CH:17][CH:18]=[CH:19][CH:20]=2)[N:15]=1. (6) Given the product [C:1]([O:5][C:6]([N:8]1[CH2:13][CH2:12][CH:11]([C:14]2[N:15]([CH2:46][CH2:45][NH:44][C:43]([O:42][C:38]([CH3:41])([CH3:40])[CH3:39])=[O:48])[CH:16]=[C:17]([C:19]3[CH:24]=[CH:23][C:22]([F:25])=[C:21]([C:26]([F:27])([F:29])[F:28])[CH:20]=3)[N:18]=2)[CH:10]([F:30])[CH2:9]1)=[O:7])([CH3:4])([CH3:2])[CH3:3], predict the reactants needed to synthesize it. The reactants are: [C:1]([O:5][C:6]([N:8]1[CH2:13][CH2:12][CH:11]([C:14]2[NH:15][CH:16]=[C:17]([C:19]3[CH:24]=[CH:23][C:22]([F:25])=[C:21]([C:26]([F:29])([F:28])[F:27])[CH:20]=3)[N:18]=2)[CH:10]([F:30])[CH2:9]1)=[O:7])([CH3:4])([CH3:3])[CH3:2].CN(C=O)C.[H-].[Na+].[C:38]([O:42][C:43](=[O:48])[NH:44][CH2:45][CH2:46]Br)([CH3:41])([CH3:40])[CH3:39].